From a dataset of Catalyst prediction with 721,799 reactions and 888 catalyst types from USPTO. Predict which catalyst facilitates the given reaction. (1) The catalyst class is: 20. Product: [NH2:18][C@H:19]([C:25]([OH:27])=[O:26])[CH2:20][CH2:21][CH2:22][CH2:23][NH:24][C:9]([O:11][C:12]([CH3:13])([CH3:14])[CH3:15])=[O:10]. Reactant: [C:9](O[C:9]([O:11][C:12]([CH3:15])([CH3:14])[CH3:13])=[O:10])([O:11][C:12]([CH3:15])([CH3:14])[CH3:13])=[O:10].[OH-].[Na+].[NH2:18][C@H:19]([C:25]([OH:27])=[O:26])[CH2:20][CH2:21][CH2:22][CH2:23][NH2:24].N1C2C=CC=CC=2N=N1. (2) The catalyst class is: 2. Reactant: [CH3:1]S(O)(=O)=O.N[CH2:7][CH2:8][NH:9][C:10]1[CH:11]=[C:12]([C:24]2[NH:25][CH:26]=[CH:27][CH:28]=2)[C:13]2[C:14](=[O:23])[NH:15][C:16]3[C:21]=2[C:20]=1[C:19]([F:22])=[CH:18][CH:17]=3.[CH:29](=O)[CH3:30].[C:32]([BH3-])#[N:33].[Na+]. Product: [CH2:29]([N:33]([CH2:32][CH3:1])[CH2:7][CH2:8][NH:9][C:10]1[CH:11]=[C:12]([C:24]2[NH:25][CH:26]=[CH:27][CH:28]=2)[C:13]2[C:14](=[O:23])[NH:15][C:16]3[C:21]=2[C:20]=1[C:19]([F:22])=[CH:18][CH:17]=3)[CH3:30]. (3) Reactant: [C:1]([O:5][CH3:6])(=[O:4])[CH2:2][CH3:3].[Br:7][C:8]1[CH:17]=[CH:16][C:11]2[N:12]=[C:13](Cl)[S:14][C:10]=2[CH:9]=1.C[Si]([N-][Si](C)(C)C)(C)C.[Na+].C1COCC1. Product: [Br:7][C:8]1[CH:17]=[CH:16][C:11]2[N:12]=[C:13]([CH:2]([CH3:3])[C:1]([O:5][CH3:6])=[O:4])[S:14][C:10]=2[CH:9]=1. The catalyst class is: 11. (4) Reactant: N1C=CC=CC=1.[NH2:7][C@@H:8]([C:12]([OH:14])=[O:13])[CH:9]([CH3:11])[CH3:10].C[Si](Cl)(C)C.[C:20](Cl)(=[O:32])[CH2:21][CH2:22][CH2:23][CH2:24][CH2:25][CH2:26][CH2:27][CH2:28][CH2:29][CH2:30][CH3:31]. Product: [C:20]([NH:7][C@@H:8]([C:12]([OH:14])=[O:13])[CH:9]([CH3:11])[CH3:10])(=[O:32])[CH2:21][CH2:22][CH2:23][CH2:24][CH2:25][CH2:26][CH2:27][CH2:28][CH2:29][CH2:30][CH3:31]. The catalyst class is: 4. (5) Reactant: [OH-].[Na+:2].[F:3][C@@H:4]1[CH2:8][N:7]([C:9](=[O:28])[CH2:10][C:11]2[CH:27]=[CH:26][C:14]3[N:15]=[C:16]([NH:18][C:19]4[CH:24]=[CH:23][CH:22]=[CH:21][C:20]=4[CH3:25])[O:17][C:13]=3[CH:12]=2)[C@H:6]([CH2:29][O:30][CH2:31][CH2:32][CH2:33][C:34]([OH:36])=[O:35])[CH2:5]1. Product: [F:3][C@@H:4]1[CH2:8][N:7]([C:9](=[O:28])[CH2:10][C:11]2[CH:27]=[CH:26][C:14]3[N:15]=[C:16]([NH:18][C:19]4[CH:24]=[CH:23][CH:22]=[CH:21][C:20]=4[CH3:25])[O:17][C:13]=3[CH:12]=2)[C@H:6]([CH2:29][O:30][CH2:31][CH2:32][CH2:33][C:34]([O-:36])=[O:35])[CH2:5]1.[Na+:2]. The catalyst class is: 8.